This data is from Forward reaction prediction with 1.9M reactions from USPTO patents (1976-2016). The task is: Predict the product of the given reaction. (1) Given the reactants [OH:1][CH2:2][C@H:3]([NH:5][C@@H:6]([CH3:17])[C@@H:7]([C:9]1[CH:14]=[C:13]([F:15])[CH:12]=[C:11]([F:16])[CH:10]=1)[OH:8])[CH3:4].[NH2:18][S:19]([C:22]1[C:23]([Cl:44])=[CH:24][C:25]([NH:37][CH2:38][C:39]2[O:40][CH:41]=[CH:42][CH:43]=2)=[C:26]([CH:36]=1)[C:27]([O:29][CH2:30][CH2:31][CH2:32][C:33](O)=[O:34])=[O:28])(=[O:21])=[O:20].C1(C)C=CC(S(O)(=O)=O)=CC=1, predict the reaction product. The product is: [NH2:18][S:19]([C:22]1[C:23]([Cl:44])=[CH:24][C:25]([NH:37][CH2:38][C:39]2[O:40][CH:41]=[CH:42][CH:43]=2)=[C:26]([CH:36]=1)[C:27]([O:29][CH2:30][CH2:31][CH2:32][C:33]([O:1][CH2:2][C@H:3]([NH:5][C@H:6]([CH3:17])[C@H:7]([C:9]1[CH:10]=[C:11]([F:16])[CH:12]=[C:13]([F:15])[CH:14]=1)[OH:8])[CH3:4])=[O:34])=[O:28])(=[O:20])=[O:21]. (2) Given the reactants [C:1]([O:5][C:6]([NH:8][C@@H:9]([C:11]([OH:13])=O)[CH3:10])=[O:7])([CH3:4])([CH3:3])[CH3:2].CCN(C(C)C)C(C)C.CCOC(C(C#N)=NOC(N1CCOCC1)=[N+](C)C)=O.F[P-](F)(F)(F)(F)F.[CH3:50][O:51][C:52]1[CH:53]=[C:54]([C:60]2[CH2:61][C:62]([CH3:74])([CH3:73])[C:63](=[O:72])[N:64]([CH:66]3[CH2:71][CH2:70][NH:69][CH2:68][CH2:67]3)[N:65]=2)[CH:55]=[CH:56][C:57]=1[O:58][CH3:59].C(=O)(O)[O-].[Na+], predict the reaction product. The product is: [CH3:50][O:51][C:52]1[CH:53]=[C:54]([C:60]2[CH2:61][C:62]([CH3:74])([CH3:73])[C:63](=[O:72])[N:64]([CH:66]3[CH2:67][CH2:68][N:69]([C:11](=[O:13])[C@H:9]([NH:8][C:6](=[O:7])[O:5][C:1]([CH3:2])([CH3:3])[CH3:4])[CH3:10])[CH2:70][CH2:71]3)[N:65]=2)[CH:55]=[CH:56][C:57]=1[O:58][CH3:59]. (3) Given the reactants [NH2:1][C:2]1[C:7]([NH:8][C:9](=[O:18])[O:10][CH2:11][C:12]2[CH:17]=[CH:16][CH:15]=[CH:14][CH:13]=2)=[CH:6][CH:5]=[CH:4][N+:3]=1[O-].[CH3:20][O:21][C:22]([C:24]#[C:25][C:26]([O:28]C)=O)=[O:23].C1(C)C=CC(S(O)(=O)=[O:37])=CC=1, predict the reaction product. The product is: [CH2:11]([O:10][C:9]([NH:8][C:7]1[C:2]2=[N:1][C:24]([C:22]([O:21][CH3:20])=[O:23])=[C:25]([OH:37])[C:26](=[O:28])[N:3]2[CH:4]=[CH:5][CH:6]=1)=[O:18])[C:12]1[CH:17]=[CH:16][CH:15]=[CH:14][CH:13]=1. (4) Given the reactants [Br:1][C:2]1[CH:20]=[C:19]2[C:5]([C:6](=[O:22])[C:7](=[O:21])[C:8]3[S:18][CH2:17][C:11]4([CH2:16][CH2:15][NH:14][CH2:13][CH2:12]4)[O:10][C:9]=32)=[CH:4][CH:3]=1.[Cl:23][C:24]1[CH:25]=[C:26]([CH:30]=[CH:31][CH:32]=1)[C:27](Cl)=[O:28], predict the reaction product. The product is: [Br:1][C:2]1[CH:20]=[C:19]2[C:5]([C:6](=[O:22])[C:7](=[O:21])[C:8]3[S:18][CH2:17][C:11]4([CH2:16][CH2:15][N:14]([C:27](=[O:28])[C:26]5[CH:30]=[CH:31][CH:32]=[C:24]([Cl:23])[CH:25]=5)[CH2:13][CH2:12]4)[O:10][C:9]=32)=[CH:4][CH:3]=1. (5) The product is: [Cl:25][C:10]1[C:9]([C:12]2[CH:17]=[CH:16][CH:15]=[CH:14][CH:13]=2)=[N:8][N:7]=[C:6]2[N:2]([CH3:1])[N:3]=[C:4]([N:18]3[CH2:22][CH2:21][CH2:20][CH2:19]3)[C:5]=12. Given the reactants [CH3:1][N:2]1[C:6]2[N:7]=[N:8][C:9]([C:12]3[CH:17]=[CH:16][CH:15]=[CH:14][CH:13]=3)=[C:10](O)[C:5]=2[C:4]([N:18]2[CH2:22][CH2:21][CH2:20][CH2:19]2)=[N:3]1.O=P(Cl)(Cl)[Cl:25], predict the reaction product. (6) Given the reactants C(N(CC)CC)C.CS(Cl)(=O)=O.[Cl:13][C:14]1[CH:19]=[CH:18][C:17]([S:20]([CH:23]([C:29]2[CH:34]=[C:33]([F:35])[CH:32]=[CH:31][C:30]=2[F:36])[CH:24](O)[CH2:25][CH2:26][CH3:27])(=[O:22])=[O:21])=[CH:16][CH:15]=1, predict the reaction product. The product is: [Cl:13][C:14]1[CH:15]=[CH:16][C:17]([S:20]([C:23]([C:29]2[CH:34]=[C:33]([F:35])[CH:32]=[CH:31][C:30]=2[F:36])=[CH:24][CH2:25][CH2:26][CH3:27])(=[O:22])=[O:21])=[CH:18][CH:19]=1. (7) Given the reactants [CH:1]1([C@H:5]([NH:7][C:8]2[C:9]3[N:18]([CH2:19][C:20]4[CH:25]=[CH:24][C:23]([C:26]([F:29])([F:28])[F:27])=[CH:22][CH:21]=4)[C:17]([C:30]4[CH:31]=[C:32]([CH3:36])[CH:33]=[CH:34][CH:35]=4)=[CH:16][C:10]=3[N:11]=C(C#N)[N:13]=2)[CH3:6])[CH2:4][CH2:3][CH2:2]1.[OH-:37].[Na+].[CH2:39]([OH:41])[CH3:40], predict the reaction product. The product is: [CH:1]1([C@H:5]([NH:7][C:8]2[C:9]3[N:18]([CH2:19][C:20]4[CH:25]=[CH:24][C:23]([C:26]([F:29])([F:28])[F:27])=[CH:22][CH:21]=4)[C:17]([C:30]4[CH:31]=[C:32]([CH3:36])[CH:33]=[CH:34][CH:35]=4)=[CH:16][C:10]=3[N:11]=[C:40]([C:39]([OH:37])=[O:41])[N:13]=2)[CH3:6])[CH2:4][CH2:3][CH2:2]1.[C:23]([OH:41])([C:26]([F:29])([F:28])[F:27])=[O:37]. (8) Given the reactants NN.[C:3]([O:7][C:8]([NH:10][C:11]1[C:15]([C:16]2[CH:21]=[CH:20][C:19]([CH2:22][CH3:23])=[CH:18][CH:17]=2)=[CH:14][N:13]([CH2:24][CH2:25][CH2:26][N:27]2C(=O)C3C=CC=CC=3C2=O)[CH:12]=1)=[O:9])([CH3:6])([CH3:5])[CH3:4], predict the reaction product. The product is: [NH2:27][CH2:26][CH2:25][CH2:24][N:13]1[CH:14]=[C:15]([C:16]2[CH:21]=[CH:20][C:19]([CH2:22][CH3:23])=[CH:18][CH:17]=2)[C:11]([NH:10][C:8]([O:7][C:3]([CH3:4])([CH3:6])[CH3:5])=[O:9])=[CH:12]1. (9) Given the reactants CC1NN=C(C(O)=O)C=1[N+:10]([O-:12])=[O:11].[CH:13]1([NH2:18])[CH2:17][CH2:16][CH2:15][CH2:14]1.CCN=C=N[CH2:24][CH2:25][CH2:26][N:27]([CH3:29])C.C1C=CC2N(O)N=[N:36][C:34]=2C=1.CN([CH:43]=[O:44])C, predict the reaction product. The product is: [CH:13]1([NH:18][C:43]([C:34]2[N:36]([N+:10]([O-:12])=[O:11])[C:25]([CH3:24])=[CH:26][NH:27][CH:29]=2)=[O:44])[CH2:17][CH2:16][CH2:15][CH2:14]1.